This data is from Full USPTO retrosynthesis dataset with 1.9M reactions from patents (1976-2016). The task is: Predict the reactants needed to synthesize the given product. (1) Given the product [C:21]12([CH2:20][NH:19][C:18]([C:14]3[C:13]4[N:12]([N:11]=[C:10]([CH2:9][O:8][CH2:7][C:6]([OH:33])=[O:5])[CH:32]=4)[CH:17]=[CH:16][CH:15]=3)=[O:31])[CH2:30][CH:25]3[CH2:24][CH:23]([CH2:29][CH:27]([CH2:26]3)[CH2:28]1)[CH2:22]2, predict the reactants needed to synthesize it. The reactants are: [OH-].[K+].C([O:5][C:6](=[O:33])[CH2:7][O:8][CH2:9][C:10]1[CH:32]=[C:13]2[C:14]([C:18](=[O:31])[NH:19][CH2:20][C:21]34[CH2:30][CH:25]5[CH2:26][CH:27]([CH2:29][CH:23]([CH2:24]5)[CH2:22]3)[CH2:28]4)=[CH:15][CH:16]=[CH:17][N:12]2[N:11]=1)C. (2) The reactants are: [N+:1]([C:4]1[C:5]([CH3:19])=[C:6]([CH:15]=[CH:16][C:17]=1[CH3:18])[CH2:7][NH:8][C:9](=[O:14])[C:10]([CH3:13])([CH3:12])[CH3:11])([O-])=O. Given the product [NH2:1][C:4]1[C:5]([CH3:19])=[C:6]([CH:15]=[CH:16][C:17]=1[CH3:18])[CH2:7][NH:8][C:9](=[O:14])[C:10]([CH3:13])([CH3:12])[CH3:11], predict the reactants needed to synthesize it.